Predict the reaction yield, written as a fraction of the theoretical maximum amount of product (1.0 means a 100% yield; for example, 0.34 means a 34% yield). From a dataset of Reaction yield outcomes from USPTO patents with 853,638 reactions. (1) The reactants are Cl.[Cl:2][C:3]1[CH:8]=[CH:7][C:6]([C:9]2([C:15]#[N:16])[CH2:14][CH2:13][NH:12][CH2:11][CH2:10]2)=[CH:5][CH:4]=1.Cl[C:18]1[C:19]2[CH:26]=[CH:25][NH:24][C:20]=2[N:21]=[CH:22][N:23]=1.C(N(CC)CC)C. The catalyst is C(O)CCC. The product is [Cl:2][C:3]1[CH:8]=[CH:7][C:6]([C:9]2([C:15]#[N:16])[CH2:14][CH2:13][N:12]([C:18]3[C:19]4[CH:26]=[CH:25][NH:24][C:20]=4[N:21]=[CH:22][N:23]=3)[CH2:11][CH2:10]2)=[CH:5][CH:4]=1. The yield is 0.800. (2) The reactants are C(N(C(C)C)C(C1C=CN=CC=1B(O)O)=O)(C)C.C(OC1C(I)=C(N)C=CN=1)CCC.C(=O)([O-])[O-].[K+].[K+].N[C:39]1[CH:44]=[CH:43][N:42]=[C:41]([O:45][CH2:46][CH2:47][CH2:48][CH3:49])[C:40]=1[C:50]1[CH:51]=[N:52][CH:53]=[CH:54][C:55]=1[C:56]([N:58](C(C)C)C(C)C)=[O:57].C[Si](C)(C)N[Si](C)(C)C.[Na]. The catalyst is CN(C)C=O.C1COCC1.C1C=CC([P]([Pd]([P](C2C=CC=CC=2)(C2C=CC=CC=2)C2C=CC=CC=2)([P](C2C=CC=CC=2)(C2C=CC=CC=2)C2C=CC=CC=2)[P](C2C=CC=CC=2)(C2C=CC=CC=2)C2C=CC=CC=2)(C2C=CC=CC=2)C2C=CC=CC=2)=CC=1. The product is [CH2:46]([O:45][C:41]1[N:42]=[CH:43][CH:44]=[C:39]2[C:40]=1[C:50]1[CH:51]=[N:52][CH:53]=[CH:54][C:55]=1[C:56](=[O:57])[NH:58]2)[CH2:47][CH2:48][CH3:49]. The yield is 0.970. (3) The reactants are [CH2:1]([NH2:3])[CH3:2].[C:4]([O:8][C:9]([CH3:12])([CH3:11])[CH3:10])(=[O:7])[CH:5]=[CH2:6]. The catalyst is C1COCC1. The product is [CH2:1]([NH:3][CH2:6][CH2:5][C:4]([O:8][C:9]([CH3:12])([CH3:11])[CH3:10])=[O:7])[CH3:2]. The yield is 0.730. (4) The reactants are [N:1]([C@@H:4]1[CH2:9][C@@H:8]([CH2:10][CH2:11][CH2:12][CH:13]=[CH2:14])[O:7][C@:6]([C@@H:17]2[CH2:21][S:20][C:19](=[O:22])[N:18]2[CH2:23][C:24]2[CH:29]=[CH:28][C:27]([O:30][CH3:31])=[CH:26][CH:25]=2)([O:15][CH3:16])[CH2:5]1)=[N+]=[N-].[NH4+].[Cl-]. The catalyst is C(O)C.O.C(OCC)(=O)C.[Zn]. The product is [NH2:1][C@@H:4]1[CH2:9][C@@H:8]([CH2:10][CH2:11][CH2:12][CH:13]=[CH2:14])[O:7][C@:6]([C@@H:17]2[CH2:21][S:20][C:19](=[O:22])[N:18]2[CH2:23][C:24]2[CH:29]=[CH:28][C:27]([O:30][CH3:31])=[CH:26][CH:25]=2)([O:15][CH3:16])[CH2:5]1. The yield is 0.750.